Dataset: Catalyst prediction with 721,799 reactions and 888 catalyst types from USPTO. Task: Predict which catalyst facilitates the given reaction. (1) Reactant: [N+]([N:4]1[C:12]2[C:7](=[CH:8][CH:9]=[CH:10][CH:11]=2)[C:6]([C:13]([OH:15])=O)=[N:5]1)([O-])=O.C(Cl)CCl.C1C=CC2[N:28]([OH:29])N=NC=2C=1.CN1CC[O:34]CC1.[CH3:37][NH:38][S:39]([CH2:42][C:43]1[CH:48]=[CH:47][C:46]([NH2:49])=[CH:45][CH:44]=1)(=[O:41])=[O:40]. Product: [CH3:37][NH:38][S:39]([CH2:42][C:43]1[CH:48]=[CH:47][C:46]([NH:49][C:13]([C:6]2[C:7]3[C:12](=[CH:11][CH:10]=[C:9]([N+:28]([O-:29])=[O:34])[CH:8]=3)[NH:4][N:5]=2)=[O:15])=[CH:45][CH:44]=1)(=[O:40])=[O:41]. The catalyst class is: 18. (2) Reactant: Cl[C:2]1[N:7]=[C:6]([NH:8][C:9]2[CH:10]=[N:11][CH:12]=[N:13][CH:14]=2)[C:5]([N+:15]([O-:17])=[O:16])=[C:4]([N:18]2[CH2:23][CH2:22][O:21][CH2:20][CH2:19]2)[N:3]=1.[F:24][CH:25]([F:37])[C:26]1[NH:30][C:29]2[CH:31]=[CH:32][CH:33]=[C:34]([O:35][CH3:36])[C:28]=2[N:27]=1.C([O-])([O-])=O.[K+].[K+].C(Cl)Cl.CCOC(C)=O. Product: [F:37][CH:25]([F:24])[CH:26]1[N:27]([C:2]2[N:7]=[C:6]([NH:8][C:9]3[CH:10]=[N:11][CH:12]=[N:13][CH:14]=3)[C:5]([N+:15]([O-:17])=[O:16])=[C:4]([N:18]3[CH2:23][CH2:22][O:21][CH2:20][CH2:19]3)[N:3]=2)[C:28]2[C:34]([O:35][CH3:36])=[CH:33][CH:32]=[CH:31][C:29]=2[NH:30]1. The catalyst class is: 58. (3) The catalyst class is: 15. Reactant: C[O:2][C:3]1[CH:8]=[CH:7][C:6]([C:9]2[CH:13]=[C:12]([C:14]([F:17])([F:16])[F:15])[N:11]([CH3:18])[N:10]=2)=[CH:5][C:4]=1[CH3:19].Br. Product: [CH3:19][C:4]1[CH:5]=[C:6]([C:9]2[CH:13]=[C:12]([C:14]([F:17])([F:16])[F:15])[N:11]([CH3:18])[N:10]=2)[CH:7]=[CH:8][C:3]=1[OH:2]. (4) The catalyst class is: 13. Product: [NH2:28][CH:10]1[N:9]=[C:8]([C:3]2[CH:4]=[CH:5][CH:6]=[CH:7][C:2]=2[F:1])[C:14]2[CH:15]=[CH:16][CH:17]=[C:18]([CH3:19])[C:13]=2[N:12]([CH2:20][C:21]([C:23]([CH3:25])([CH3:24])[CH3:26])=[O:22])[C:11]1=[O:27]. Reactant: [F:1][C:2]1[CH:7]=[CH:6][CH:5]=[CH:4][C:3]=1[C:8]1[C:14]2[CH:15]=[CH:16][CH:17]=[C:18]([CH3:19])[C:13]=2[N:12]([CH2:20][C:21]([C:23]([CH3:26])([CH3:25])[CH3:24])=[O:22])[C:11](=[O:27])[CH:10]([NH:28]C(OC(C)(C)C)=O)[N:9]=1.Cl.C(=O)(O)[O-].[Na+]. (5) Reactant: C(P(C(C)(C)C)C1C=CC2C(=CC=CC=2)C=1C1C2C(=CC=CC=2)C=CC=1)(C)(C)C.C(=O)([O-])[O-].[Cs+].[Cs+].[CH2:36]1[C:40]2([CH2:45][CH2:44][CH2:43][CH:42]([CH2:46][OH:47])[CH2:41]2)[CH2:39][CH2:38][CH2:37]1.Br[C:49]1[N:54]=[CH:53][C:52]([CH:55]=[O:56])=[CH:51][CH:50]=1. Product: [CH2:36]1[C:40]2([CH2:45][CH2:44][CH2:43][CH:42]([CH2:46][O:47][C:49]3[N:54]=[CH:53][C:52]([CH:55]=[O:56])=[CH:51][CH:50]=3)[CH2:41]2)[CH2:39][CH2:38][CH2:37]1. The catalyst class is: 487. (6) Reactant: Cl[C:2]1[C:3]2[N:10]([CH2:11][CH3:12])[N:9]=[CH:8][C:4]=2[N:5]=[CH:6][N:7]=1. Product: [CH2:11]([N:10]1[C:3]2[CH:2]=[N:7][CH:6]=[N:5][C:4]=2[CH:8]=[N:9]1)[CH3:12]. The catalyst class is: 99. (7) Reactant: C([O:5][CH:6]([O:10][C:11]([CH3:14])([CH3:13])[CH3:12])N(C)C)(C)(C)C.[Br:15][CH2:16][CH2:17]C(O)=O. Product: [C:11]([O:10][C:6](=[O:5])[CH2:17][CH2:16][Br:15])([CH3:12])([CH3:13])[CH3:14]. The catalyst class is: 11.